The task is: Predict the reaction yield, written as a fraction of the theoretical maximum amount of product (1.0 means a 100% yield; for example, 0.34 means a 34% yield).. This data is from Reaction yield outcomes from USPTO patents with 853,638 reactions. The reactants are [ClH:1].C(OC([N:9]1[CH2:14][CH2:13][C@@H:12]([NH:15][C:16]2[CH:21]=[CH:20][C:19]([Br:22])=[CH:18][C:17]=2[N+:23]([O-:25])=[O:24])[C@H:11]([OH:26])[CH2:10]1)=O)(C)(C)C. The catalyst is O1CCOCC1.ClCCl. The product is [ClH:1].[Br:22][C:19]1[CH:20]=[CH:21][C:16]([NH:15][C@@H:12]2[CH2:13][CH2:14][NH:9][CH2:10][C@H:11]2[OH:26])=[C:17]([N+:23]([O-:25])=[O:24])[CH:18]=1. The yield is 0.890.